This data is from Tyrosyl-DNA phosphodiesterase HTS with 341,365 compounds. The task is: Binary Classification. Given a drug SMILES string, predict its activity (active/inactive) in a high-throughput screening assay against a specified biological target. The drug is s1c2c(n(c3c2cnn(c3=O)Cc2cc(OC)ccc2)C)cc1S(=O)C. The result is 0 (inactive).